This data is from NCI-60 drug combinations with 297,098 pairs across 59 cell lines. The task is: Regression. Given two drug SMILES strings and cell line genomic features, predict the synergy score measuring deviation from expected non-interaction effect. (1) Drug 1: CC1=C2C(C(=O)C3(C(CC4C(C3C(C(C2(C)C)(CC1OC(=O)C(C(C5=CC=CC=C5)NC(=O)OC(C)(C)C)O)O)OC(=O)C6=CC=CC=C6)(CO4)OC(=O)C)OC)C)OC. Drug 2: C1CN1P(=S)(N2CC2)N3CC3. Cell line: SK-OV-3. Synergy scores: CSS=31.5, Synergy_ZIP=0.0730, Synergy_Bliss=-1.21, Synergy_Loewe=-7.13, Synergy_HSA=-0.158. (2) Drug 1: CC1=C2C(C(=O)C3(C(CC4C(C3C(C(C2(C)C)(CC1OC(=O)C(C(C5=CC=CC=C5)NC(=O)C6=CC=CC=C6)O)O)OC(=O)C7=CC=CC=C7)(CO4)OC(=O)C)O)C)OC(=O)C. Drug 2: CC1C(C(CC(O1)OC2CC(CC3=C2C(=C4C(=C3O)C(=O)C5=CC=CC=C5C4=O)O)(C(=O)C)O)N)O. Cell line: NCI/ADR-RES. Synergy scores: CSS=20.2, Synergy_ZIP=-6.57, Synergy_Bliss=1.57, Synergy_Loewe=-0.734, Synergy_HSA=1.39. (3) Drug 1: CCC1=CC2CC(C3=C(CN(C2)C1)C4=CC=CC=C4N3)(C5=C(C=C6C(=C5)C78CCN9C7C(C=CC9)(C(C(C8N6C)(C(=O)OC)O)OC(=O)C)CC)OC)C(=O)OC.C(C(C(=O)O)O)(C(=O)O)O. Drug 2: C1=CN(C=N1)CC(O)(P(=O)(O)O)P(=O)(O)O. Cell line: PC-3. Synergy scores: CSS=19.6, Synergy_ZIP=-1.71, Synergy_Bliss=-1.81, Synergy_Loewe=-22.1, Synergy_HSA=0.775. (4) Drug 1: COC1=CC(=CC(=C1O)OC)C2C3C(COC3=O)C(C4=CC5=C(C=C24)OCO5)OC6C(C(C7C(O6)COC(O7)C8=CC=CS8)O)O. Drug 2: C1C(C(OC1N2C=NC(=NC2=O)N)CO)O. Cell line: SNB-19. Synergy scores: CSS=52.3, Synergy_ZIP=-6.42, Synergy_Bliss=-3.23, Synergy_Loewe=-0.419, Synergy_HSA=1.15. (5) Drug 1: CC1CCC2CC(C(=CC=CC=CC(CC(C(=O)C(C(C(=CC(C(=O)CC(OC(=O)C3CCCCN3C(=O)C(=O)C1(O2)O)C(C)CC4CCC(C(C4)OC)OCCO)C)C)O)OC)C)C)C)OC. Drug 2: CN1C2=C(C=C(C=C2)N(CCCl)CCCl)N=C1CCCC(=O)O.Cl. Cell line: SNB-75. Synergy scores: CSS=11.5, Synergy_ZIP=-3.11, Synergy_Bliss=2.83, Synergy_Loewe=-13.8, Synergy_HSA=0.922. (6) Drug 1: C1=CC(=CC=C1CCCC(=O)O)N(CCCl)CCCl. Drug 2: CC1=C(C(=O)C2=C(C1=O)N3CC4C(C3(C2COC(=O)N)OC)N4)N. Cell line: OVCAR-8. Synergy scores: CSS=35.6, Synergy_ZIP=-9.94, Synergy_Bliss=-3.42, Synergy_Loewe=-1.91, Synergy_HSA=1.99. (7) Drug 1: CCC1=C2CN3C(=CC4=C(C3=O)COC(=O)C4(CC)O)C2=NC5=C1C=C(C=C5)O. Drug 2: CC1C(C(CC(O1)OC2CC(CC3=C2C(=C4C(=C3O)C(=O)C5=C(C4=O)C(=CC=C5)OC)O)(C(=O)CO)O)N)O.Cl. Cell line: KM12. Synergy scores: CSS=33.2, Synergy_ZIP=-9.69, Synergy_Bliss=-6.79, Synergy_Loewe=-12.0, Synergy_HSA=-1.23. (8) Drug 1: CCCCC(=O)OCC(=O)C1(CC(C2=C(C1)C(=C3C(=C2O)C(=O)C4=C(C3=O)C=CC=C4OC)O)OC5CC(C(C(O5)C)O)NC(=O)C(F)(F)F)O. Drug 2: C1C(C(OC1N2C=NC3=C2NC=NCC3O)CO)O. Cell line: HCT-15. Synergy scores: CSS=36.1, Synergy_ZIP=-6.04, Synergy_Bliss=-15.6, Synergy_Loewe=-14.4, Synergy_HSA=-14.5. (9) Drug 1: CN(C)C1=NC(=NC(=N1)N(C)C)N(C)C. Drug 2: C1=CN(C=N1)CC(O)(P(=O)(O)O)P(=O)(O)O. Cell line: NCI-H460. Synergy scores: CSS=8.75, Synergy_ZIP=11.7, Synergy_Bliss=18.3, Synergy_Loewe=15.2, Synergy_HSA=15.2.